From a dataset of Forward reaction prediction with 1.9M reactions from USPTO patents (1976-2016). Predict the product of the given reaction. (1) The product is: [OH:1][C:2]1[CH:7]=[CH:6][C:5]([CH2:8][C:9]([NH:11][C:12]2[CH:17]=[CH:16][CH:15]=[C:14]([CH2:18][CH2:19][C:20]3[CH:21]=[CH:22][CH:23]=[CH:24][CH:25]=3)[CH:13]=2)=[O:10])=[CH:4][C:3]=1[O:26][CH3:27]. Given the reactants [OH:1][C:2]1[CH:7]=[CH:6][C:5]([CH2:8][C:9]([NH:11][C:12]2[CH:17]=[CH:16][CH:15]=[C:14]([C:18]#[C:19][C:20]3[CH:25]=[CH:24][CH:23]=[CH:22][CH:21]=3)[CH:13]=2)=[O:10])=[CH:4][C:3]=1[O:26][CH3:27], predict the reaction product. (2) Given the reactants [O:1]=[C:2]1[CH2:11][CH2:10][C:9]2[CH:8]=[C:7]([C@H:12]3[CH2:21][CH2:20][C@@:14]4([NH:18][C:17](=[O:19])[O:16][CH2:15]4)[CH2:13]3)[CH:6]=[CH:5][C:4]=2[CH2:3]1.CN1C(=O)N(C)CCC1.[Li+].CC([N-]C(C)C)C.[F:39][C:40]([F:59])([F:58])[S:41](N(C1C=CC=CC=1)[S:41]([C:40]([F:59])([F:58])[F:39])(=[O:43])=[O:42])(=[O:43])=[O:42], predict the reaction product. The product is: [F:39][C:40]([F:59])([F:58])[S:41]([O:1][C:2]1[CH2:11][CH2:10][C:9]2[C:4](=[CH:5][CH:6]=[C:7]([C@H:12]3[CH2:21][CH2:20][C@@:14]4([NH:18][C:17](=[O:19])[O:16][CH2:15]4)[CH2:13]3)[CH:8]=2)[CH:3]=1)(=[O:43])=[O:42]. (3) Given the reactants [Cl:1][C:2]1[N:7]=[C:6](Cl)[CH:5]=[C:4]([CH3:9])[N:3]=1.[NH:10]1[CH2:15][CH2:14][O:13][CH2:12][CH2:11]1, predict the reaction product. The product is: [Cl:1][C:2]1[N:7]=[C:6]([N:10]2[CH2:15][CH2:14][O:13][CH2:12][CH2:11]2)[CH:5]=[C:4]([CH3:9])[N:3]=1. (4) Given the reactants [C:1]([NH:4][C:5]1[S:6][C:7]([C:11]2[CH:12]=[C:13]([S:17](Cl)(=[O:19])=[O:18])[S:14][C:15]=2[Br:16])=[C:8]([CH3:10])[N:9]=1)(=[O:3])[CH3:2].C(N(CC)CC)C.[CH:28]12[O:37][CH:32]([O:33][CH:34]1[CH2:35][OH:36])[CH2:31][NH:30][CH2:29]2, predict the reaction product. The product is: [Br:16][C:15]1[S:14][C:13]([S:17]([N:30]2[CH2:31][CH:32]3[O:37][CH:28]([CH:34]([CH2:35][OH:36])[O:33]3)[CH2:29]2)(=[O:19])=[O:18])=[CH:12][C:11]=1[C:7]1[S:6][C:5]([NH:4][C:1](=[O:3])[CH3:2])=[N:9][C:8]=1[CH3:10]. (5) Given the reactants [OH:1][C@H:2]([C@H:6]([OH:9])[CH2:7][OH:8])[CH2:3][CH:4]=[O:5].[H][H], predict the reaction product. The product is: [CH2:7]([OH:8])[C@@H:6]([OH:9])[C@@H:2]([OH:1])[CH2:3][CH2:4][OH:5].